From a dataset of Full USPTO retrosynthesis dataset with 1.9M reactions from patents (1976-2016). Predict the reactants needed to synthesize the given product. The reactants are: O1CCCC1.[C:6]([O:10][C:11](=[O:19])[NH:12][C:13]1[S:17][C:16]([Br:18])=[N:15][CH:14]=1)([CH3:9])([CH3:8])[CH3:7].[H-].[Na+].[CH3:22][C:23]([O:26][C:27](O[C:27]([O:26][C:23]([CH3:25])([CH3:24])[CH3:22])=[O:28])=[O:28])([CH3:25])[CH3:24]. Given the product [Br:18][C:16]1[S:17][C:13]([N:12]([C:27]([O:26][C:23]([CH3:25])([CH3:24])[CH3:22])=[O:28])[C:11]([O:10][C:6]([CH3:9])([CH3:7])[CH3:8])=[O:19])=[CH:14][N:15]=1, predict the reactants needed to synthesize it.